Dataset: Full USPTO retrosynthesis dataset with 1.9M reactions from patents (1976-2016). Task: Predict the reactants needed to synthesize the given product. (1) Given the product [C:2]1([N:8]([C:10]2[CH:15]=[CH:14][CH:13]=[CH:12][CH:11]=2)[N:9]=[CH:23][C:22]2[CH:25]=[CH:26][C:19]([N:18]([CH2:28][CH3:29])[CH2:16][CH3:17])=[CH:20][C:21]=2[OH:27])[CH:3]=[CH:4][CH:5]=[CH:6][CH:7]=1, predict the reactants needed to synthesize it. The reactants are: Cl.[C:2]1([N:8]([C:10]2[CH:15]=[CH:14][CH:13]=[CH:12][CH:11]=2)[NH2:9])[CH:7]=[CH:6][CH:5]=[CH:4][CH:3]=1.[CH2:16]([N:18]([CH2:28][CH3:29])[C:19]1[CH:26]=[CH:25][C:22]([CH:23]=O)=[C:21]([OH:27])[CH:20]=1)[CH3:17].C(=O)([O-])[O-].[Na+].[Na+]. (2) Given the product [CH3:13][C:14]([CH2:21][CH2:22][CH2:23][CH:24]([CH3:31])[CH2:25][CH2:26][CH2:27][CH:28]([CH3:30])[CH3:29])=[CH:15][CH2:16][C:17]([O:4][C:3]1[C:2]([O:8][C@H:7]([C@H:9]([CH2:11][OH:12])[OH:10])[C:5]=1[OH:6])=[O:1])=[O:18], predict the reactants needed to synthesize it. The reactants are: [O:1]=[C:2]1[O:8][C@H:7]([C@H:9]([CH2:11][OH:12])[OH:10])[C:5]([OH:6])=[C:3]1[OH:4].[CH3:13][C:14]([CH2:21][CH2:22][CH2:23][CH:24]([CH3:31])[CH2:25][CH2:26][CH2:27][CH:28]([CH3:30])[CH3:29])=[CH:15][CH2:16][C:17](OC)=[O:18].O. (3) Given the product [O:1]=[C:2]1[C:10]2[C:5](=[CH:6][CH:7]=[CH:8][CH:9]=2)[C:4](=[O:11])[N:3]1[C:12]1[CH:16]=[C:15]([CH:17]2[CH2:22][CH2:21][N:20]([C:23]([O:25][C:26]([CH3:29])([CH3:28])[CH3:27])=[O:24])[CH2:19][CH2:18]2)[N:14]([CH:36]([CH3:38])[CH3:37])[N:13]=1, predict the reactants needed to synthesize it. The reactants are: [O:1]=[C:2]1[C:10]2[C:5](=[CH:6][CH:7]=[CH:8][CH:9]=2)[C:4](=[O:11])[N:3]1[C:12]1[CH:16]=[C:15]([CH:17]2[CH2:22][CH2:21][N:20]([C:23]([O:25][C:26]([CH3:29])([CH3:28])[CH3:27])=[O:24])[CH2:19][CH2:18]2)[NH:14][N:13]=1.C(=O)([O-])[O-].[Cs+].[Cs+].[CH:36](I)([CH3:38])[CH3:37].O. (4) The reactants are: [Cl-:1].[NH3+:2][CH2:3][CH2:4][CH2:5][CH2:6][C:7]([C:9]1[CH:10]=[NH+:11][CH:12]=[CH:13][CH:14]=1)=O.[Cl-].[CH:16]([C:18]1[C:27](=[O:28])[C:26]2[C:21](=[CH:22][CH:23]=[CH:24][CH:25]=2)[O:20][CH:19]=1)=O. Given the product [ClH:1].[ClH:1].[N:11]1[CH:12]=[CH:13][CH:14]=[C:9]([C:7]2[C:6](=[CH:16][C:18]3[C:27](=[O:28])[C:26]4[C:21](=[CH:22][CH:23]=[CH:24][CH:25]=4)[O:20][CH:19]=3)[CH2:5][CH2:4][CH2:3][N:2]=2)[CH:10]=1, predict the reactants needed to synthesize it.